This data is from Reaction yield outcomes from USPTO patents with 853,638 reactions. The task is: Predict the reaction yield, written as a fraction of the theoretical maximum amount of product (1.0 means a 100% yield; for example, 0.34 means a 34% yield). (1) The reactants are [CH3:1][N:2]1[CH:6]=[CH:5][CH:4]=[C:3]1[C:7]([O:9][CH3:10])=[O:8].[Br:11]N1C(=O)CCC1=O. The catalyst is C(Cl)Cl. The product is [Br:11][C:6]1[N:2]([CH3:1])[C:3]([C:7]([O:9][CH3:10])=[O:8])=[CH:4][CH:5]=1. The yield is 0.640. (2) The reactants are C([N:9]=[C:10]=[S:11])(=O)C1C=CC=CC=1.[Cl:12][C:13]1[CH:14]=[C:15]([NH:19][C:20]2[CH:24]=[CH:23][NH:22][C:21]=2[C:25]([O:27]CC)=O)[CH:16]=[CH:17][CH:18]=1. The catalyst is C(Cl)Cl. The product is [Cl:12][C:13]1[CH:14]=[C:15]([N:19]2[C:20]3[CH:24]=[CH:23][NH:22][C:21]=3[C:25](=[O:27])[NH:9][C:10]2=[S:11])[CH:16]=[CH:17][CH:18]=1. The yield is 0.150. (3) The reactants are S([C:5]1[CH:11]=[CH:10][C:8]([CH3:9])=[CH:7][CH:6]=1)([O-])(=O)=O.[NH2:12][C@H:13]([C:22]1[CH:27]=[CH:26][CH:25]=[CH:24][CH:23]=1)[C:14]([O:16][CH2:17][C:18]([CH3:21])([CH3:20])[CH3:19])=[O:15].[P:28](Cl)(Cl)(=[O:41])[O:29]OC1C2C(=CC=CC=2)C=CC=1.C(N([CH2:49][CH3:50])CC)C.Cl[CH2:52][Cl:53]. No catalyst specified. The product is [Cl:53][C:52]1[CH:50]=[CH:49][C:10]2[C:8](=[CH:7][CH:6]=[CH:5][CH:11]=2)[C:9]=1[O:41][P:28](=[N:12][C@H:13]([C:22]1[CH:23]=[CH:24][CH:25]=[CH:26][CH:27]=1)[C:14]([O:16][CH2:17][C:18]([CH3:21])([CH3:20])[CH3:19])=[O:15])=[O:29]. The yield is 0.580. (4) The reactants are [CH3:1][C:2]([O:5][C:6]([N:8]([CH2:10][C:11]1[CH:19]=[CH:18][C:14]([C:15](O)=[O:16])=[C:13]([C:20]([O:22][CH3:23])=[O:21])[CH:12]=1)[CH3:9])=[O:7])([CH3:4])[CH3:3].CCN(C(C)C)C(C)C.CN(C(ON1N=NC2C=CC=CC1=2)=[N+](C)C)C.F[P-](F)(F)(F)(F)F.Cl.[Cl:58][C:59]1[C:64]([C:65]2[CH:70]=[CH:69][CH:68]=[C:67]([CH2:71][CH3:72])[CH:66]=2)=[C:63]([C:73]([OH:88])([C@@H:82]2[CH2:87][CH2:86][CH2:85][NH:84][CH2:83]2)[CH2:74][CH2:75][CH2:76][NH:77][C:78](=[O:81])[O:79][CH3:80])[CH:62]=[CH:61][CH:60]=1. The catalyst is CN(C=O)C. The product is [Cl:58][C:59]1[C:64]([C:65]2[CH:70]=[CH:69][CH:68]=[C:67]([CH2:71][CH3:72])[CH:66]=2)=[C:63]([C:73]([C@@H:82]2[CH2:87][CH2:86][CH2:85][N:84]([C:15]([C:14]3[CH:18]=[CH:19][C:11]([CH2:10][N:8]([C:6]([O:5][C:2]([CH3:4])([CH3:3])[CH3:1])=[O:7])[CH3:9])=[CH:12][C:13]=3[C:20]([O:22][CH3:23])=[O:21])=[O:16])[CH2:83]2)([OH:88])[CH2:74][CH2:75][CH2:76][NH:77][C:78]([O:79][CH3:80])=[O:81])[CH:62]=[CH:61][CH:60]=1. The yield is 0.610. (5) The reactants are [CH3:1][C:2]1([CH3:21])[CH:6]([C:7]2[CH:12]=[CH:11][CH:10]=[CH:9][CH:8]=2)[C:5]2[C:13]([CH3:20])=[C:14]([NH2:19])[C:15]([CH3:18])=[C:16]([CH3:17])[C:4]=2[O:3]1.Br[CH2:23][C:24]1[CH:29]=[CH:28][CH:27]=[CH:26][C:25]=1[CH2:30]Br.C(=O)([O-])[O-].[K+].[K+].CN(C)C=O. The catalyst is O. The product is [CH3:1][C:2]1([CH3:21])[CH:6]([C:7]2[CH:8]=[CH:9][CH:10]=[CH:11][CH:12]=2)[C:5]2[C:13]([CH3:20])=[C:14]([N:19]3[CH2:30][C:25]4[C:24](=[CH:29][CH:28]=[CH:27][CH:26]=4)[CH2:23]3)[C:15]([CH3:18])=[C:16]([CH3:17])[C:4]=2[O:3]1. The yield is 0.150.